This data is from Catalyst prediction with 721,799 reactions and 888 catalyst types from USPTO. The task is: Predict which catalyst facilitates the given reaction. (1) Reactant: F[C:2]1[C:9]([O:10][CH3:11])=[CH:8][CH:7]=[C:6]([F:12])[C:3]=1[C:4]#[N:5].[NH2:13][NH2:14]. Product: [F:12][C:6]1[CH:7]=[CH:8][C:9]([O:10][CH3:11])=[C:2]2[C:3]=1[C:4]([NH2:5])=[N:13][NH:14]2. The catalyst class is: 8. (2) Reactant: C([O:4][CH2:5][C:6]1[CH:7]=[C:8]([CH3:29])[CH:9]=[C:10]2[C:15]=1[N:14](C(OCC(C)C)=O)[CH:13]=[C:12]([C:23]([O:25][CH2:26][CH3:27])=[O:24])[C:11]2=[O:28])(=O)C.BrN1C(=O)CCC1=O.[NH:38]1[CH2:43][CH2:42][O:41][CH2:40][CH2:39]1.C(O)C. Product: [CH:5]([C:6]1[CH:7]=[C:8]([CH2:29][N:38]2[CH2:43][CH2:42][O:41][CH2:40][CH2:39]2)[CH:9]=[C:10]2[C:15]=1[N:14]=[CH:13][C:12]([C:23]([O:25][CH2:26][CH3:27])=[O:24])=[C:11]2[OH:28])=[O:4]. The catalyst class is: 4.